This data is from hERG potassium channel inhibition data for cardiac toxicity prediction from Karim et al.. The task is: Regression/Classification. Given a drug SMILES string, predict its toxicity properties. Task type varies by dataset: regression for continuous values (e.g., LD50, hERG inhibition percentage) or binary classification for toxic/non-toxic outcomes (e.g., AMES mutagenicity, cardiotoxicity, hepatotoxicity). Dataset: herg_karim. (1) The molecule is Cc1c(CN([C@@H]2CCNC2)S(C)(=O)=O)ccc2cc(F)ccc12. The result is 1 (blocker). (2) The compound is O=C(CNc1noc2ccc(C(F)(F)F)cc12)NC1CN([C@H]2CC[C@@H](c3cncs3)CC2)C1. The result is 1 (blocker).